The task is: Binary Classification. Given a miRNA mature sequence and a target amino acid sequence, predict their likelihood of interaction.. This data is from Experimentally validated miRNA-target interactions with 360,000+ pairs, plus equal number of negative samples. (1) The miRNA is hsa-miR-765 with sequence UGGAGGAGAAGGAAGGUGAUG. The protein sequence of the target gene is MAGLTVRDPAVDRSLRSVFVGNIPYEATEEQLKDIFSEVGPVVSFRLVYDRETGKPKGYGFCEYQDQETALSAMRNLNGREFSGRALRVDNAASEKNKEELKSLGTGAPVIESPYGETISPEDAPESISKAVASLPPEQMFELMKQMKLCVQNSPQEARNMLLQNPQLAYALLQAQVVMRIVDPEIALKILHRQTNIPTLIAGNPQPVHGAGPGSGSNVSMNQQNPQAPQAQSLGGMHVNGAPPLMQASMQGGVPAPGQMPAAVTGPGPGSLAPGGGMQAQVGMPGSGPVSMERGQVPMQ.... Result: 1 (interaction). (2) The miRNA is hsa-miR-202-5p with sequence UUCCUAUGCAUAUACUUCUUUG. The protein sequence of the target gene is MEEELPLFSGDSGKPVQATLSSLKMLDVGKWPIFSLCSEEELQLIRQACVFGSAGNEVLYTTVNDEIFVLGTNCCGCLGLGDVQSTIEPRRLDSLNGKKIACLSYGSGPHIVLATTEGEVFTWGHNAYSQLGNGTTNHGLVPCHISTNLSNKQVIEVACGSYHSLVLTSDGEVFAWGYNNSGQVGSGSTVNQPIPRRVTGCLQNKVVVTIACGQMCCMAVVDTGEVYVWGYNGNGQLGLGNSGNQPTPCRVAALQGIRVQRVACGYAHTLVLTDEGQVYAWGANSYGQLGTGNKSNQSYP.... Result: 0 (no interaction). (3) The miRNA is mmu-miR-374b-5p with sequence AUAUAAUACAACCUGCUAAGUG. The protein sequence of the target gene is MLVTRGDRGGGERAPSRRPRCGLVPAGAAALLAGASCLCYGRSLRGEFVHDDVWAIVNNPDVRPGTPLRWAIFANDFWGKGLADSTSHKSYRPLCVLSFRLNIFLTGMNPFYFHAVNVILHCLVTLVLMYTCDKTVFKNRGLAFVTALLFAVHPVHTEAVAGIVGRADVLACLLFLLAFLSYQRSLDQGCAGQCFPTTASPFFLLLSLFLGTCAMLVKETGITVFGVCLVYDLFSPSHKQDKLSNGAVCQHSSGQPGSPQPSSQQAHPHRESRKQRFPHKDSWGGCHSPLPPEPKSSGFP.... Result: 0 (no interaction). (4) The miRNA is hsa-miR-3655 with sequence GCUUGUCGCUGCGGUGUUGCU. The protein sequence of the target gene is MGLQKSHLTVCLPPSVPFLILVSTLATAKSVTNSTLNGTDVVLGSVPVIIARTDHIIVKEGSSALINCSAYGFPDLEFKWYNSVGKLLKEMDDEKEKGGGKWQMLDGGLLNITKVSFSDRGKYTCVASNIYGTINNTVTLRVIFTSGDMGVYYMVVCLVAFTIVMILNITRLCMMSSHLKKTEKAINEFFRTEGAEKLQKAFEIAKRIPIITSAKTLELAKVTQFKTMEFARYIEELARSVPLPPLIMNCRTIMEEIMEVVGLEEQGQNFVRHTPEGQEAPDRDEVYTIPNSLKRSESPT.... Result: 0 (no interaction). (5) The miRNA is hsa-miR-3064-3p with sequence UUGCCACACUGCAACACCUUACA. The protein sequence of the target gene is MKMEEAVGKVEELIESEAPPKASEQETAKEEDGSVELESQVQKDGVADSTVISSMPCLLMELRRDSSESQLASTESDKPTTGRVYESDSSNHCMLSPSSSGHLADSDTLSSAEENEPSQAETAVEGDPSGVSGATVGRKSRRSRSESETSTMAAKKNRQSSDKQNGRVAKVKGHRSQKHKERIRLLRQKREAAARKKYNLLQDSSTSDSDLTCDSSTSSSDDDEEVSGSSKTITAEIPDGPPVVAHYDMSDTNSDPEVVNVDNLLAAAVVQEHSNSVGGQDTGATWRTSGLLEELNAEAG.... Result: 1 (interaction). (6) The miRNA is hsa-miR-4798-5p with sequence UUCGGUAUACUUUGUGAAUUGG. The protein sequence of the target gene is MAALKLLSSGLRLCASARGSGATWYKGCVCSFSTSAHRHTKFYTDPVEAVKDIPDGATVLVGGFGLCGIPENLIDALLKTGVKGLTAVSNNAGVDNFGLGLLLRSKQIKRMVSSYVGENAEFERQYLSGELEVELTPQGTLAERIRAGGAGVPAFYTPTGYGTLVQEGGSPIKYNKDGSVAIASKPREVREFNGQHFILEEAITGDFALVKAWKADRAGNVIFRKSARNFNLPMCKAAETTVVEVEEIVDIGAFAPEDIHIPQIYVHRLIKGEKYEKRIERLSIRKEGDGEAKSAKPGDD.... Result: 0 (no interaction). (7) The miRNA is mmu-miR-369-5p with sequence AGAUCGACCGUGUUAUAUUCGC. The protein sequence of the target gene is MNGEEEFFDAVTGFDSDNSSIGEFSEANKISGMIDLDTSKSTRSGKNGEKPQQENGIQKHRTALPAPMFTRSDFSVWSILKKCIGLELSKITMPIAFNEPLSFLQRITEYMEHVYLIHKASSQSQPLERMQSVAAFAVSAVASQWERTGKPFNPLLGETYELIREDLGFRFISEQVSHHPPISAFYSEGLNQDFRFHGSIYPKLKFWGKSVEAEPRGTITLELLKHNEAYTWTNPTCCVHNVILGQLWIEQYGIVEIVNHRTGDKCILHFKPCGLFGKELHRVEGYIQDKNRKKLFIMYG.... Result: 0 (no interaction). (8) The miRNA is hsa-miR-6886-3p with sequence UGCCCUUCUCUCCUCCUGCCU. The protein sequence of the target gene is MAPTLATAHRRRWWMACTAVLENLLFSAVLLGWGSLLIMLKSEGFYSYLCTKPENVTNSTVGGSAEPEPEELSLVNGWLSCKAQDEILNLAFTVGSFLLSAITLPLGIIMDKYGPRKLRLLGSACFAVSCLLIAYGASNPDSLSVLIFIALALNGFGGMCMTFTSLTLPNMFGDLRSTFIALMIGSYASSAVTFPGIKLIYDAGASFIGILVVWAGCSGLVFFNCFFNWPLEPFPGPEDMDYSVKIKFSWLGFDHKITGKQFYKQVTTVGRRLSVGSSMRTAKEQAALQEGHKLCLSTVD.... Result: 0 (no interaction). (9) The miRNA is hsa-miR-548c-5p with sequence AAAAGUAAUUGCGGUUUUUGCC. The protein sequence of the target gene is MSSYLEYVSCSSSGGVGGDVLSLAPKFCRSDARPVALQPAFPLGNGDGAFVSCLPLAAARPSPSPPAAPARPSVPPPAAPQYAQCTLEGAYEPGAAPAAAAGGADYGFLGSGPAYDFPGVLGRAADDGGSHVHYATSAVFSGGGSFLLSGQVDYAAFGEPGPFPACLKASADGHPGAFQTASPAPGTYPKSVSPASGLPAAFSTFEWMKVKRNASKKGKLAEYGAASPSSAIRTNFSTKQLTELEKEFHFNKYLTRARRIEIANCLHLNDTQVKIWFQNRRMKQKKREREGLLATAIPVA.... Result: 0 (no interaction).